Task: Predict which catalyst facilitates the given reaction.. Dataset: Catalyst prediction with 721,799 reactions and 888 catalyst types from USPTO (1) Reactant: [CH:1]([C:4]1[CH:9]=[CH:8][C:7]([C:10]#[C:11][CH2:12][NH:13][C:14](=[O:40])[C:15]2[CH:20]=[CH:19][CH:18]=[C:17]([NH:21][C:22]([C:24]3[C:25]([C:30]4[CH:35]=[CH:34][C:33]([C:36]([F:39])([F:38])[F:37])=[CH:32][CH:31]=4)=[CH:26][CH:27]=[CH:28][CH:29]=3)=[O:23])[CH:16]=2)=[CH:6][CH:5]=1)([CH3:3])[CH3:2]. Product: [CH:1]([C:4]1[CH:9]=[CH:8][C:7]([CH2:10][CH2:11][CH2:12][NH:13][C:14](=[O:40])[C:15]2[CH:20]=[CH:19][CH:18]=[C:17]([NH:21][C:22]([C:24]3[C:25]([C:30]4[CH:35]=[CH:34][C:33]([C:36]([F:38])([F:39])[F:37])=[CH:32][CH:31]=4)=[CH:26][CH:27]=[CH:28][CH:29]=3)=[O:23])[CH:16]=2)=[CH:6][CH:5]=1)([CH3:3])[CH3:2]. The catalyst class is: 63. (2) Reactant: [N:1]1([CH2:7][CH2:8][NH2:9])[CH2:6][CH2:5][CH2:4][CH2:3][CH2:2]1.Cl[C:11]1[N:12]=[N+:13]([O-:24])[C:14]2[CH:23]=[C:22]3[C:18]([CH2:19][CH2:20][CH2:21]3)=[CH:17][C:15]=2[N:16]=1. Product: [N:1]1([CH2:7][CH2:8][NH:9][C:11]2[N:12]=[N+:13]([O-:24])[C:14]3[CH:23]=[C:22]4[C:18]([CH2:19][CH2:20][CH2:21]4)=[CH:17][C:15]=3[N:16]=2)[CH2:6][CH2:5][CH2:4][CH2:3][CH2:2]1. The catalyst class is: 57. (3) Reactant: [F:1][C:2]1[CH:3]=[C:4]([C:8]#[C:9][C:10]2[CH:23]=[CH:22][N:13]3[C:14](=[O:21])[C:15]([C:18](Cl)=[O:19])=[CH:16][N:17]=[C:12]3[CH:11]=2)[CH:5]=[CH:6][CH:7]=1.Cl.[C:25]([NH2:28])(=[NH:27])[CH3:26].N1C=CC=CC=1. Product: [F:1][C:2]1[CH:3]=[C:4]([C:8]#[C:9][C:10]2[CH:23]=[CH:22][N:13]3[C:14](=[O:21])[C:15]([C:18]4[O:19][N:28]=[C:25]([CH3:26])[N:27]=4)=[CH:16][N:17]=[C:12]3[CH:11]=2)[CH:5]=[CH:6][CH:7]=1. The catalyst class is: 38. (4) Reactant: CN(C)/[CH:3]=[CH:4]/[C:5]([C:7]1[C:8]([C:20]2[CH:25]=[CH:24][C:23]([F:26])=[CH:22][CH:21]=2)=[N:9][N:10]2[CH:15]=[C:14]([C:16]([F:19])([F:18])[F:17])[CH:13]=[CH:12][C:11]=12)=O.S(O)(O)(=O)=O.[N:33]1([C:38](=[NH:40])[NH2:39])[CH2:37][CH2:36][CH2:35][CH2:34]1.C(=O)([O-])[O-].[K+].[K+].CCOCC. Product: [F:26][C:23]1[CH:22]=[CH:21][C:20]([C:8]2[C:7]([C:5]3[CH:4]=[CH:3][N:39]=[C:38]([N:33]4[CH2:37][CH2:36][CH2:35][CH2:34]4)[N:40]=3)=[C:11]3[CH:12]=[CH:13][C:14]([C:16]([F:17])([F:19])[F:18])=[CH:15][N:10]3[N:9]=2)=[CH:25][CH:24]=1. The catalyst class is: 264. (5) Reactant: C([O:4][CH2:5][C:6]1[N:15]=[C:14]([N:16]2[CH2:21][CH2:20][N:19]([C:22]([O:24][C:25]([CH3:28])([CH3:27])[CH3:26])=[O:23])[CH2:18][CH2:17]2)[C:13]2[C:8](=[C:9]([F:31])[C:10]([Br:30])=[C:11]([Cl:29])[CH:12]=2)[N:7]=1)(=O)C.O[Li].O. Product: [Br:30][C:10]1[C:9]([F:31])=[C:8]2[C:13]([C:14]([N:16]3[CH2:17][CH2:18][N:19]([C:22]([O:24][C:25]([CH3:27])([CH3:26])[CH3:28])=[O:23])[CH2:20][CH2:21]3)=[N:15][C:6]([CH2:5][OH:4])=[N:7]2)=[CH:12][C:11]=1[Cl:29]. The catalyst class is: 20. (6) Reactant: [H-].[Na+].[C:3]([O:6][C@@H:7]1[C@@H:12]([O:13][C:14](=[O:16])[CH3:15])[C@H:11]([O:17][C:18](=[O:20])[CH3:19])[C@@H:10]([CH2:21][O:22][C:23](=[O:25])[CH3:24])[O:9][C@H:8]1[C:26]1[CH:31]=[C:30]([CH2:32][C:33]2[S:34][C:35]3[CH:41]=[CH:40][CH:39]=[CH:38][C:36]=3[CH:37]=2)[CH:29]=[CH:28][C:27]=1[OH:42])(=[O:5])[CH3:4].Cl[CH2:44][C@@H:45]1[CH2:49][O:48][C:47]([CH3:51])([CH3:50])[O:46]1. Product: [C:3]([O:6][C@@H:7]1[C@@H:12]([O:13][C:14](=[O:16])[CH3:15])[C@H:11]([O:17][C:18](=[O:20])[CH3:19])[C@@H:10]([CH2:21][O:22][C:23](=[O:25])[CH3:24])[O:9][C@H:8]1[C:26]1[CH:31]=[C:30]([CH2:32][C:33]2[S:34][C:35]3[CH:41]=[CH:40][CH:39]=[CH:38][C:36]=3[CH:37]=2)[CH:29]=[CH:28][C:27]=1[O:42][CH2:44][C@@H:45]1[CH2:49][O:48][C:47]([CH3:51])([CH3:50])[O:46]1)(=[O:5])[CH3:4]. The catalyst class is: 58. (7) Reactant: [C:1]1([C:7]2[N:8]=[C:9]([CH:12]3[CH2:14][CH:13]3[C:15]([O:17][CH2:18][CH3:19])=[O:16])[NH:10][CH:11]=2)[CH:6]=[CH:5][CH:4]=[CH:3][CH:2]=1.[C:20](=O)([O-])[O-].[K+].[K+].IC. Product: [CH3:20][N:10]1[CH:11]=[C:7]([C:1]2[CH:2]=[CH:3][CH:4]=[CH:5][CH:6]=2)[N:8]=[C:9]1[CH:12]1[CH2:14][CH:13]1[C:15]([O:17][CH2:18][CH3:19])=[O:16]. The catalyst class is: 215.